From a dataset of Full USPTO retrosynthesis dataset with 1.9M reactions from patents (1976-2016). Predict the reactants needed to synthesize the given product. (1) Given the product [CH3:36][C:35]1[CH:34]=[CH:33][C:32]([S:29]([O:31][CH2:2][C:1]([C:4]2[S:8][C:7]([C:9]3[CH:14]=[CH:13][N:12]=[C:11]([F:15])[CH:10]=3)=[C:6]([C:16]#[N:17])[C:5]=2[C:18]2[CH:23]=[CH:22][C:21]([Cl:24])=[CH:20][C:19]=2[Cl:25])=[O:3])(=[O:30])=[O:28])=[CH:38][CH:37]=1, predict the reactants needed to synthesize it. The reactants are: [C:1]([C:4]1[S:8][C:7]([C:9]2[CH:14]=[CH:13][N:12]=[C:11]([F:15])[CH:10]=2)=[C:6]([C:16]#[N:17])[C:5]=1[C:18]1[CH:23]=[CH:22][C:21]([Cl:24])=[CH:20][C:19]=1[Cl:25])(=[O:3])[CH3:2].OI(C1C=CC=CC=1)[O:28][S:29]([C:32]1[CH:38]=[CH:37][C:35]([CH3:36])=[CH:34][CH:33]=1)(=[O:31])=[O:30].C(#N)C. (2) Given the product [NH2:1][C:2]1[N:7]=[C:6]([N:8]2[CH2:13][CH2:12][CH2:11][C@H:10]([C:14]([NH:48][C:45]3[CH:46]=[CH:47][C:42]([O:41][CH3:40])=[CH:43][CH:44]=3)=[O:15])[CH2:9]2)[CH:5]=[C:4]([C:17]2[CH:22]=[CH:21][C:20]([C:23]#[N:24])=[C:19]([F:25])[CH:18]=2)[N:3]=1, predict the reactants needed to synthesize it. The reactants are: [NH2:1][C:2]1[N:7]=[C:6]([N:8]2[CH2:13][CH2:12][CH2:11][C@H:10]([C:14](O)=[O:15])[CH2:9]2)[CH:5]=[C:4]([C:17]2[CH:22]=[CH:21][C:20]([C:23]#[N:24])=[C:19]([F:25])[CH:18]=2)[N:3]=1.C(Cl)CCl.C1C=CC2N(O)N=NC=2C=1.[CH3:40][O:41][C:42]1[CH:47]=[CH:46][C:45]([NH2:48])=[CH:44][CH:43]=1.